Task: Predict the product of the given reaction.. Dataset: Forward reaction prediction with 1.9M reactions from USPTO patents (1976-2016) (1) Given the reactants C([O:3][C:4]([C:6]1[CH:7]=[C:8]2[C:13](=[CH:14][CH:15]=1)[NH:12][CH:11]([C:16]1[CH:21]=[C:20]([N:22]3[CH2:27][CH2:26][O:25][CH2:24][CH2:23]3)[CH:19]=[CH:18][C:17]=1[CH3:28])[CH2:10][C:9]2([CH3:30])[CH3:29])=[O:5])C.[OH-].[Na+].Cl, predict the reaction product. The product is: [CH3:29][C:9]1([CH3:30])[C:8]2[C:13](=[CH:14][CH:15]=[C:6]([C:4]([OH:5])=[O:3])[CH:7]=2)[NH:12][CH:11]([C:16]2[CH:21]=[C:20]([N:22]3[CH2:27][CH2:26][O:25][CH2:24][CH2:23]3)[CH:19]=[CH:18][C:17]=2[CH3:28])[CH2:10]1. (2) Given the reactants [CH3:1][O:2][C:3]1[CH:8]=[CH:7][C:6]([C:9]([S:11][CH3:12])=S)=[CH:5][CH:4]=1.[N:13]#[C:14][NH2:15].C[O-].[K+].[C:19]([O:23][CH2:24]C)(=[O:22])CS.C(N(CC)CC)C, predict the reaction product. The product is: [NH2:13][C:14]1[N:15]=[C:9]([C:6]2[CH:7]=[CH:8][C:3]([O:2][CH3:1])=[CH:4][CH:5]=2)[S:11][C:12]=1[C:19]([O:23][CH3:24])=[O:22]. (3) Given the reactants [NH2:1][C:2]1[N:7]=[C:6]([C:8]2[CH:13]=[CH:12][C:11]([OH:14])=[CH:10][C:9]=2[CH:15]2[CH2:19][CH2:18][CH2:17][CH2:16]2)[CH:5]=[CH:4][CH:3]=1.[CH3:20][N:21]([CH3:25])[CH2:22][CH2:23]Cl.C([O-])([O-])=O.[Cs+].[Cs+], predict the reaction product. The product is: [CH:15]1([C:9]2[CH:10]=[C:11]([O:14][CH2:23][CH2:22][N:21]([CH3:25])[CH3:20])[CH:12]=[CH:13][C:8]=2[C:6]2[N:7]=[C:2]([NH2:1])[CH:3]=[CH:4][CH:5]=2)[CH2:19][CH2:18][CH2:17][CH2:16]1. (4) Given the reactants [OH:1][C@@H:2]1[CH2:22][C:21]2[C@:16]([CH3:24])([CH:17]=[CH:18][C:19](=[O:23])[CH:20]=2)[C@@H:15]2[C@@H:3]1[C@H:4]1[C@:12]([CH3:25])([CH2:13][CH2:14]2)[C@@H:7]([C@@H:8]([CH:10]=[O:11])[CH3:9])[CH2:6][CH2:5]1.[BH4-].[Na+].Cl, predict the reaction product. The product is: [OH:1][C@@H:2]1[CH2:22][C:21]2[C@:16]([CH3:24])([CH:17]=[CH:18][C:19](=[O:23])[CH:20]=2)[C@@H:15]2[C@@H:3]1[C@H:4]1[C@:12]([CH3:25])([CH2:13][CH2:14]2)[C@@H:7]([C@H:8]([CH3:9])[CH2:10][OH:11])[CH2:6][CH2:5]1.